From a dataset of Full USPTO retrosynthesis dataset with 1.9M reactions from patents (1976-2016). Predict the reactants needed to synthesize the given product. (1) Given the product [Cl:19][C:10]1[N:11]=[C:12]([N:13]2[CH2:14][CH2:15][O:16][CH2:17][CH2:18]2)[C:7]2[O:6][CH2:5][C:4](=[O:21])[N:26]([CH3:24])[C:8]=2[N:9]=1, predict the reactants needed to synthesize it. The reactants are: C(O[C:4](=[O:21])[CH2:5][O:6][C:7]1[C:8](Cl)=[N:9][C:10]([Cl:19])=[N:11][C:12]=1[N:13]1[CH2:18][CH2:17][O:16][CH2:15][CH2:14]1)C.CN.[CH2:24]([N:26](CC)CC)C. (2) Given the product [Si:1]([O:8][C:9]1[CH:30]=[CH:29][C:12]([CH2:13][CH:14]([C:24]([OH:26])=[O:25])[C:15]([CH2:22][CH3:23])([OH:21])[C:16]([OH:18])=[O:17])=[CH:11][CH:10]=1)([C:4]([CH3:7])([CH3:5])[CH3:6])([CH3:3])[CH3:2], predict the reactants needed to synthesize it. The reactants are: [Si:1]([O:8][C:9]1[CH:30]=[CH:29][C:12]([CH2:13][CH:14]([C:24]([O:26]CC)=[O:25])[C:15]([CH2:22][CH3:23])([OH:21])[C:16]([O:18]CC)=[O:17])=[CH:11][CH:10]=1)([C:4]([CH3:7])([CH3:6])[CH3:5])([CH3:3])[CH3:2].[OH-].[Li+].Cl. (3) Given the product [Br:15]/[C:16](/[F:26])=[CH:17]/[C:18]1[CH:25]=[CH:24][C:21]([CH2:22][N:27]2[CH2:32][CH2:31][O:30][CH2:29][CH2:28]2)=[CH:20][CH:19]=1, predict the reactants needed to synthesize it. The reactants are: [BH-](OC(C)=O)(OC(C)=O)OC(C)=O.[Na+].[Br:15][C:16]([F:26])=[CH:17][C:18]1[CH:25]=[CH:24][C:21]([CH:22]=O)=[CH:20][CH:19]=1.[NH:27]1[CH2:32][CH2:31][O:30][CH2:29][CH2:28]1. (4) Given the product [CH2:1]([C:5]1([CH3:35])[CH2:10][CH2:9][N:8]([C:11]2[C:12]3[N:13]([N:28]=[C:29]([C:31]([OH:33])=[O:32])[CH:30]=3)[CH:14]=[C:15]([CH3:27])[C:16]=2[C@H:17]([O:22][C:23]([CH3:26])([CH3:25])[CH3:24])[C:18]([O:20][CH3:21])=[O:19])[CH2:7][CH2:6]1)[CH2:2][CH:3]=[CH2:4], predict the reactants needed to synthesize it. The reactants are: [CH2:1]([C:5]1([CH3:35])[CH2:10][CH2:9][N:8]([C:11]2[C:12]3[N:13]([N:28]=[C:29]([C:31]([O:33]C)=[O:32])[CH:30]=3)[CH:14]=[C:15]([CH3:27])[C:16]=2[C@H:17]([O:22][C:23]([CH3:26])([CH3:25])[CH3:24])[C:18]([O:20][CH3:21])=[O:19])[CH2:7][CH2:6]1)[CH2:2][CH:3]=[CH2:4].[OH-].[Na+].O. (5) Given the product [S:28]([OH:32])([OH:31])(=[O:30])=[O:29].[CH2:1]([O:8][C@@H:9]1[CH2:13][CH2:12][NH:11][CH2:10]1)[C:2]1[CH:3]=[CH:4][CH:5]=[CH:6][CH:7]=1, predict the reactants needed to synthesize it. The reactants are: [CH2:1]([O:8][C@@H:9]1[CH2:13][CH2:12][NH:11][CH2:10]1)[C:2]1[CH:7]=[CH:6][CH:5]=[CH:4][CH:3]=1.O[C@@H]1CCNC1.C(O)C1C=CC=CC=1.[S:28](=[O:32])(=[O:31])([OH:30])[OH:29]. (6) The reactants are: [CH3:1][O:2][C:3]1[CH:8]=[CH:7][C:6]([C:9]2[CH:14]=[C:13]([C:15]([F:18])([F:17])[F:16])[N:12]3[N:19]=[CH:20][C:21]([C:22]([O:24]C)=[O:23])=[C:11]3[N:10]=2)=[CH:5][CH:4]=1.[OH-].[Na+]. Given the product [CH3:1][O:2][C:3]1[CH:8]=[CH:7][C:6]([C:9]2[CH:14]=[C:13]([C:15]([F:16])([F:17])[F:18])[N:12]3[N:19]=[CH:20][C:21]([C:22]([OH:24])=[O:23])=[C:11]3[N:10]=2)=[CH:5][CH:4]=1, predict the reactants needed to synthesize it. (7) Given the product [CH2:8]([O:15][C:30]([C:17]1[CH:26]=[CH:25][C:20]([C:21]([O:23][CH3:24])=[O:22])=[C:19]([F:27])[CH:18]=1)=[O:31])[C:9]1[CH:14]=[CH:13][CH:12]=[CH:11][CH:10]=1, predict the reactants needed to synthesize it. The reactants are: C(N(CC)CC)C.[CH2:8]([OH:15])[C:9]1[CH:14]=[CH:13][CH:12]=[CH:11][CH:10]=1.Br[C:17]1[CH:26]=[CH:25][C:20]([C:21]([O:23][CH3:24])=[O:22])=[C:19]([F:27])[CH:18]=1.CN(C)[CH:30]=[O:31].